Dataset: Drug half-life prediction data from Obach et al.. Task: Regression/Classification. Given a drug SMILES string, predict its absorption, distribution, metabolism, or excretion properties. Task type varies by dataset: regression for continuous measurements (e.g., permeability, clearance, half-life) or binary classification for categorical outcomes (e.g., BBB penetration, CYP inhibition). For this dataset (half_life_obach), we predict log10(half-life) (log10 of half-life in hours). (1) The drug is C[C@H]1C[C@H]2[C@@H]3CCC4=CC(=O)C=C[C@]4(C)[C@@]3(F)[C@@H](O)C[C@]2(C)[C@@]1(O)C(=O)CO. The log10(half-life) is 0.750. (2) The log10(half-life) is 0.0800. The drug is CC(=O)CCCCn1c(=O)c2c(ncn2C)n(C)c1=O. (3) The molecule is CC(CN1c2ccccc2Sc2ccccc21)N(C)C. The log10(half-life) is 1.15. (4) The molecule is CO/N=C(\C(=O)N[C@@H]1C(=O)N2C(C(=O)[O-])=C(C[n+]3cccc4c3CCC4)CS[C@H]12)c1csc(N)n1. The log10(half-life) is 0.230.